This data is from Forward reaction prediction with 1.9M reactions from USPTO patents (1976-2016). The task is: Predict the product of the given reaction. Given the reactants C(OCC)(=O)C.[BrH:7].[Br:8][C:9]1[CH:14]=[CH:13][C:12]([CH2:15][CH2:16][CH:17]=[CH2:18])=[CH:11][CH:10]=1, predict the reaction product. The product is: [Br:8][C:9]1[CH:14]=[CH:13][C:12]([CH2:15][CH2:16][CH2:17][CH2:18][Br:7])=[CH:11][CH:10]=1.